Predict the product of the given reaction. From a dataset of Forward reaction prediction with 1.9M reactions from USPTO patents (1976-2016). (1) Given the reactants [C:1]([O:8][CH:9]([CH2:11][C:12]1[C:13]2[C:18]([CH:19]=[C:20]3[C:25]=1[CH:24]=[CH:23][CH:22]=[CH:21]3)=[CH:17][CH:16]=[CH:15][CH:14]=2)[CH3:10])(=[O:7])[CH2:2][CH2:3][C:4]([OH:6])=[O:5].Br[C:27]1[C:28]2[C:33]([CH:34]=[C:35]3[C:40]=1[CH:39]=[CH:38][CH:37]=[CH:36]3)=[CH:32][CH:31]=[CH:30][CH:29]=2.[CH:41]1[C:54]2[C:45](=[CH:46][C:47]3[C:52]([C:53]=2[CH2:55]O)=[CH:51][CH:50]=[CH:49][CH:48]=3)[CH:44]=[CH:43][CH:42]=1.Cl.CN(C)CCCN=C=NCC, predict the reaction product. The product is: [C:1]([O:8][CH:9]([CH2:10][C:27]1[C:40]2[C:35]([CH:34]=[C:33]3[C:28]=1[CH:29]=[CH:30][CH:31]=[CH:32]3)=[CH:36][CH:37]=[CH:38][CH:39]=2)[CH2:11][C:12]1[C:25]2[C:20]([CH:19]=[C:18]3[C:13]=1[CH:14]=[CH:15][CH:16]=[CH:17]3)=[CH:21][CH:22]=[CH:23][CH:24]=2)(=[O:7])[CH2:2][CH2:3][C:4]([O:6][CH2:55][C:53]1[C:54]2[C:45]([CH:46]=[C:47]3[C:52]=1[CH:51]=[CH:50][CH:49]=[CH:48]3)=[CH:44][CH:43]=[CH:42][CH:41]=2)=[O:5]. (2) Given the reactants [N:1]([C@@H:4]1[C:9](=[O:10])[O:8][C@H:7]([C@@H:11]2[CH2:15][O:14]C(C)(C)[O:12]2)[C@@H:6]2[O:18][C:19]([CH3:22])([CH3:21])[O:20][C@H:5]12)=[N+:2]=[N-:3], predict the reaction product. The product is: [N:1]([C@@H:4]1[C:9](=[O:10])[O:8][C@H:7]([C@@H:11]([OH:12])[CH2:15][OH:14])[C@@H:6]2[O:18][C:19]([CH3:22])([CH3:21])[O:20][C@H:5]12)=[N+:2]=[N-:3]. (3) Given the reactants [OH:1][C:2]1[CH:9]=[C:8](O)[CH:7]=[CH:6][C:3]=1[CH:4]=[O:5].N1C=CC=CC=1.FC(F)(F)S(OS(C(F)(F)F)(=O)=O)(=O)=O.[C:32]1([CH3:41])[CH:37]=[CH:36][CH:35]=[CH:34][C:33]=1B(O)O.C(=O)([O-])[O-].[Na+].[Na+].[H-].[Na+].[CH3:50][N:51]([CH3:55])[CH2:52][CH2:53]Cl, predict the reaction product. The product is: [CH3:50][N:51]([CH3:55])[CH2:52][CH2:53][O:1][C:2]1[CH:9]=[C:8]([C:33]2[CH:34]=[CH:35][CH:36]=[CH:37][C:32]=2[CH3:41])[CH:7]=[CH:6][C:3]=1[CH:4]=[O:5]. (4) Given the reactants C(OC([N:8]([CH2:21][CH:22]1[CH2:27][CH2:26][N:25]([C:28]([O:30][C:31]2[CH:39]=[CH:38][C:34]([C:35]([OH:37])=[O:36])=[CH:33][CH:32]=2)=[O:29])[CH2:24][CH:23]1[C:40]1[CH:45]=[CH:44][CH:43]=[CH:42][CH:41]=1)[C@@H:9]([C:11]1[C:20]2[C:15](=[CH:16][CH:17]=[CH:18][CH:19]=2)[CH:14]=[CH:13][CH:12]=1)[CH3:10])=O)(C)(C)C.[ClH:46].O1CCOCC1, predict the reaction product. The product is: [ClH:46].[C:11]1([C@H:9]([NH:8][CH2:21][CH:22]2[CH2:27][CH2:26][N:25]([C:28]([O:30][C:31]3[CH:32]=[CH:33][C:34]([C:35]([OH:37])=[O:36])=[CH:38][CH:39]=3)=[O:29])[CH2:24][CH:23]2[C:40]2[CH:45]=[CH:44][CH:43]=[CH:42][CH:41]=2)[CH3:10])[C:20]2[C:15](=[CH:16][CH:17]=[CH:18][CH:19]=2)[CH:14]=[CH:13][CH:12]=1. (5) Given the reactants [CH2:1]([O:5][C:6]1[N:14]=[C:13]2[C:9]([NH:10][C:11](=[O:36])[N:12]2[CH2:15][CH:16]2[CH2:21][CH2:20][N:19]([CH2:22][CH2:23][O:24][C:25]3[CH:30]=[CH:29][CH:28]=[C:27]([CH2:31][C:32]([O:34]C)=[O:33])[CH:26]=3)[CH2:18][CH2:17]2)=[C:8]([NH2:37])[N:7]=1)[CH2:2][CH2:3][CH3:4].[OH-].[Na+].Cl, predict the reaction product. The product is: [CH2:1]([O:5][C:6]1[N:14]=[C:13]2[C:9]([NH:10][C:11](=[O:36])[N:12]2[CH2:15][CH:16]2[CH2:21][CH2:20][N:19]([CH2:22][CH2:23][O:24][C:25]3[CH:30]=[CH:29][CH:28]=[C:27]([CH2:31][C:32]([OH:34])=[O:33])[CH:26]=3)[CH2:18][CH2:17]2)=[C:8]([NH2:37])[N:7]=1)[CH2:2][CH2:3][CH3:4]. (6) Given the reactants [CH3:1][C:2](OC(/N=N/C(OC(C)(C)C)=O)=O)(C)C.[Cl:17][C:18]1[C:27]2[C:22](=[CH:23][C:24]([O:29][CH3:30])=[C:25]([OH:28])[CH:26]=2)[N:21]=[CH:20][N:19]=1.O[CH:32]1[CH2:37][CH2:36][N:35]([C:38]([O:40][C:41]([CH3:44])(C)C)=[O:39])[CH2:34][CH2:33]1.C1(P(C2C=CC=CC=2)C2C=CC=CC=2)C=CC=CC=1, predict the reaction product. The product is: [Cl:17][C:18]1[C:27]2[C:22](=[CH:23][C:24]([O:29][CH3:30])=[C:25]([O:28][CH:32]3[CH2:33][CH2:34][N:35]([C:38]([O:40][CH2:41][CH2:44][CH2:1][CH3:2])=[O:39])[CH2:36][CH2:37]3)[CH:26]=2)[N:21]=[CH:20][N:19]=1. (7) Given the reactants [C:1]([Si:5]([O:8][CH2:9][CH2:10][O:11][C:12]1[CH:17]=[CH:16][C:15]([Cl:18])=[C:14]([F:19])[CH:13]=1)([CH3:7])[CH3:6])([CH3:4])([CH3:3])[CH3:2].C(NC(C)C)(C)C.[Li].CN(C)[CH:30]=[O:31].C(O)(=O)C, predict the reaction product. The product is: [C:1]([Si:5]([CH3:7])([CH3:6])[O:8][CH2:9][CH2:10][O:11][C:12]1[C:13]([CH:30]=[O:31])=[C:14]([F:19])[C:15]([Cl:18])=[CH:16][CH:17]=1)([CH3:4])([CH3:2])[CH3:3]. (8) Given the reactants B(Br)(Br)Br.C[O:6][C:7](=[O:31])[C:8]1[CH:13]=[CH:12][C:11]([O:14][CH2:15][C:16]([N:18]2[CH2:23][CH2:22][N:21]([CH2:24][CH2:25][C:26]([CH3:29])([CH3:28])[CH3:27])[CH2:20][CH2:19]2)=[O:17])=[C:10]([CH3:30])[CH:9]=1, predict the reaction product. The product is: [CH3:27][C:26]([CH3:29])([CH3:28])[CH2:25][CH2:24][N:21]1[CH2:20][CH2:19][N:18]([C:16](=[O:17])[CH2:15][O:14][C:11]2[CH:12]=[CH:13][C:8]([C:7]([OH:31])=[O:6])=[CH:9][C:10]=2[CH3:30])[CH2:23][CH2:22]1. (9) Given the reactants [N:1]1([C:7]2[N:12]=[CH:11][C:10](B3OC(C)(C)C(C)(C)O3)=[CH:9][N:8]=2)[CH2:6][CH2:5][CH2:4][CH2:3][CH2:2]1.Br[C:23]1[CH:24]=[C:25]([CH:40]=[CH:41][CH:42]=1)[CH2:26][N:27]([CH3:39])[C:28](=[O:38])[CH2:29][NH:30]C(=O)OC(C)(C)C.CN(C=O)C.C(=O)([O-])[O-].[Na+].[Na+], predict the reaction product. The product is: [CH3:39][N:27]([CH2:26][C:25]1[CH:40]=[CH:41][CH:42]=[C:23]([C:10]2[CH:11]=[N:12][C:7]([N:1]3[CH2:2][CH2:3][CH2:4][CH2:5][CH2:6]3)=[N:8][CH:9]=2)[CH:24]=1)[C:28](=[O:38])[CH2:29][NH2:30]. (10) Given the reactants [CH3:1][O:2][C:3]1[CH:40]=[CH:39][C:6]([CH2:7][N:8]([CH2:30][C:31]2[CH:36]=[CH:35][C:34]([O:37][CH3:38])=[CH:33][CH:32]=2)[C:9]2[N:14]=[CH:13][C:12]([C:15]3[C:16]4[CH2:29][CH2:28][NH:27][C:17]=4[N:18]=[C:19]([N:21]4[CH2:26][CH2:25][O:24][CH2:23][CH2:22]4)[N:20]=3)=[CH:11][N:10]=2)=[CH:5][CH:4]=1.Br[C:42]1[CH:47]=[CH:46][C:45]([CH2:48][C:49]([N:51]2[CH2:56][CH2:55][N:54]([CH3:57])[CH2:53][CH2:52]2)=[O:50])=[CH:44][CH:43]=1, predict the reaction product. The product is: [CH3:38][O:37][C:34]1[CH:33]=[CH:32][C:31]([CH2:30][N:8]([CH2:7][C:6]2[CH:5]=[CH:4][C:3]([O:2][CH3:1])=[CH:40][CH:39]=2)[C:9]2[N:10]=[CH:11][C:12]([C:15]3[C:16]4[CH2:29][CH2:28][N:27]([C:42]5[CH:43]=[CH:44][C:45]([CH2:48][C:49]([N:51]6[CH2:52][CH2:53][N:54]([CH3:57])[CH2:55][CH2:56]6)=[O:50])=[CH:46][CH:47]=5)[C:17]=4[N:18]=[C:19]([N:21]4[CH2:26][CH2:25][O:24][CH2:23][CH2:22]4)[N:20]=3)=[CH:13][N:14]=2)=[CH:36][CH:35]=1.